Dataset: Full USPTO retrosynthesis dataset with 1.9M reactions from patents (1976-2016). Task: Predict the reactants needed to synthesize the given product. (1) The reactants are: [F:1][CH2:2][CH2:3][N:4]1[CH2:7][CH:6]([NH:8][C:9]2[CH:14]=[CH:13][C:12]([NH2:15])=[C:11]([O:16][CH3:17])[CH:10]=2)[CH2:5]1.[CH3:18][C:19]1[C:28]2[CH:27]=[N:26][C:25](S(C)=O)=[N:24][C:23]=2[N:22]([C:32]2[CH:33]=[C:34]([NH:38][C:39](=[O:42])[CH:40]=[CH2:41])[CH:35]=[CH:36][CH:37]=2)[C:21](=[O:43])[CH:20]=1.CCN(C(C)C)C(C)C. Given the product [F:1][CH2:2][CH2:3][N:4]1[CH2:7][CH:6]([NH:8][C:9]2[CH:14]=[CH:13][C:12]([NH:15][C:25]3[N:26]=[CH:27][C:28]4[C:19]([CH3:18])=[CH:20][C:21](=[O:43])[N:22]([C:32]5[CH:33]=[C:34]([NH:38][C:39](=[O:42])[CH:40]=[CH2:41])[CH:35]=[CH:36][CH:37]=5)[C:23]=4[N:24]=3)=[C:11]([O:16][CH3:17])[CH:10]=2)[CH2:5]1, predict the reactants needed to synthesize it. (2) Given the product [C:1]([NH:5][C:27](=[O:26])[OH:28])([CH3:4])([CH3:3])[CH3:2].[Cl:37][CH2:11][CH2:10][CH2:9][S:6]([NH2:5])(=[O:8])=[O:7], predict the reactants needed to synthesize it. The reactants are: [C:1]([NH:5][S:6]([C:9]1(CC=C)[CH2:11][CH2:10]1)(=[O:8])=[O:7])([CH3:4])([CH3:3])[CH3:2].C(N(CC)CC)C.C([O:26][C:27](OC(OC(C)(C)C)=O)=[O:28])(C)(C)C.[Cl:37]CCl. (3) Given the product [NH2:49][CH:50]1[CH2:55][CH2:54][CH2:53][CH:52]([NH:56][C:28]([C:25]2[CH:24]=[CH:23][C:22]([C:4]3[CH:3]=[C:2]([Cl:1])[C:7]([CH2:8][CH:9]4[CH2:13][CH2:12][N:11]([CH:14]5[CH2:15][CH2:16][CH2:17][CH2:18][CH2:19]5)[C:10]4=[O:20])=[C:6]([Cl:21])[CH:5]=3)=[CH:27][CH:26]=2)=[O:30])[CH2:51]1, predict the reactants needed to synthesize it. The reactants are: [Cl:1][C:2]1[CH:3]=[C:4]([C:22]2[CH:27]=[CH:26][C:25]([C:28]([OH:30])=O)=[CH:24][CH:23]=2)[CH:5]=[C:6]([Cl:21])[C:7]=1[CH2:8][CH:9]1[CH2:13][CH2:12][N:11]([CH:14]2[CH2:19][CH2:18][CH2:17][CH2:16][CH2:15]2)[C:10]1=[O:20].C(N1C=CN=C1)(N1C=CN=C1)=O.C(OC(=O)[NH:49][CH:50]1[CH2:55][CH2:54][CH2:53][CH:52]([NH2:56])[CH2:51]1)(C)(C)C.C(OC(=O)NC1CCCN(C(C2C=CC(C3C=C(Cl)C(CC4CCN(C5CCCCC5)C4=O)=C(Cl)C=3)=CC=2)=O)C1)(C)(C)C.Cl.O1CCOCC1.